From a dataset of NCI-60 drug combinations with 297,098 pairs across 59 cell lines. Regression. Given two drug SMILES strings and cell line genomic features, predict the synergy score measuring deviation from expected non-interaction effect. (1) Drug 1: CCCCC(=O)OCC(=O)C1(CC(C2=C(C1)C(=C3C(=C2O)C(=O)C4=C(C3=O)C=CC=C4OC)O)OC5CC(C(C(O5)C)O)NC(=O)C(F)(F)F)O. Synergy scores: CSS=27.4, Synergy_ZIP=10.1, Synergy_Bliss=-3.46, Synergy_Loewe=-22.8, Synergy_HSA=-3.59. Drug 2: C1=NC(=NC(=O)N1C2C(C(C(O2)CO)O)O)N. Cell line: MDA-MB-435. (2) Drug 1: COC1=C(C=C2C(=C1)N=CN=C2NC3=CC(=C(C=C3)F)Cl)OCCCN4CCOCC4. Drug 2: C1CNP(=O)(OC1)N(CCCl)CCCl. Cell line: PC-3. Synergy scores: CSS=21.5, Synergy_ZIP=-3.71, Synergy_Bliss=-0.467, Synergy_Loewe=-18.2, Synergy_HSA=2.28. (3) Drug 1: COC1=NC(=NC2=C1N=CN2C3C(C(C(O3)CO)O)O)N. Drug 2: CC12CCC3C(C1CCC2OP(=O)(O)O)CCC4=C3C=CC(=C4)OC(=O)N(CCCl)CCCl.[Na+]. Cell line: 786-0. Synergy scores: CSS=3.79, Synergy_ZIP=1.27, Synergy_Bliss=6.97, Synergy_Loewe=3.22, Synergy_HSA=3.59. (4) Drug 1: C1CC(=O)NC(=O)C1N2CC3=C(C2=O)C=CC=C3N. Drug 2: C1=C(C(=O)NC(=O)N1)F. Cell line: HCT116. Synergy scores: CSS=44.1, Synergy_ZIP=-0.792, Synergy_Bliss=-4.07, Synergy_Loewe=-17.0, Synergy_HSA=-2.54. (5) Drug 1: CC1=C2C(C(=O)C3(C(CC4C(C3C(C(C2(C)C)(CC1OC(=O)C(C(C5=CC=CC=C5)NC(=O)OC(C)(C)C)O)O)OC(=O)C6=CC=CC=C6)(CO4)OC(=O)C)OC)C)OC. Drug 2: CC(C)NC(=O)C1=CC=C(C=C1)CNNC.Cl. Cell line: MCF7. Synergy scores: CSS=47.4, Synergy_ZIP=8.06, Synergy_Bliss=8.53, Synergy_Loewe=-15.0, Synergy_HSA=9.38. (6) Synergy scores: CSS=27.6, Synergy_ZIP=-8.73, Synergy_Bliss=-3.36, Synergy_Loewe=-9.38, Synergy_HSA=-1.52. Drug 1: CC(CN1CC(=O)NC(=O)C1)N2CC(=O)NC(=O)C2. Drug 2: CNC(=O)C1=NC=CC(=C1)OC2=CC=C(C=C2)NC(=O)NC3=CC(=C(C=C3)Cl)C(F)(F)F. Cell line: 786-0. (7) Drug 1: CN(CC1=CN=C2C(=N1)C(=NC(=N2)N)N)C3=CC=C(C=C3)C(=O)NC(CCC(=O)O)C(=O)O. Drug 2: C1=NNC2=C1C(=O)NC=N2. Cell line: HCT116. Synergy scores: CSS=56.6, Synergy_ZIP=3.71, Synergy_Bliss=-1.54, Synergy_Loewe=-27.0, Synergy_HSA=-0.638.